Dataset: Catalyst prediction with 721,799 reactions and 888 catalyst types from USPTO. Task: Predict which catalyst facilitates the given reaction. (1) Product: [CH3:14][N:15](/[CH:17]=[C:4]1/[C:3](=[O:11])[NH:2][CH2:1][C:10]2[C:5]/1=[CH:6][CH:7]=[CH:8][CH:9]=2)[CH3:16]. Reactant: [CH2:1]1[C:10]2[C:5](=[CH:6][CH:7]=[CH:8][CH:9]=2)[CH2:4][C:3](=[O:11])[NH:2]1.CO[CH:14](OC)[N:15]([CH3:17])[CH3:16]. The catalyst class is: 9. (2) Reactant: [NH2:1][C:2]1[C:11]2[C:6](=[C:7]([C:12]3[CH:13]=[C:14]([CH:18]=[CH:19][CH:20]=3)[C:15]([OH:17])=O)[CH:8]=[CH:9][CH:10]=2)[N:5]=[N:4][C:3]=1[C:21](=[O:26])[NH:22][CH2:23][CH2:24][CH3:25].[NH:27]1[CH2:30][CH2:29][CH2:28]1.CN1CCOCC1.ON1C2C=CC=CC=2N=N1. Product: [NH2:1][C:2]1[C:11]2[C:6](=[C:7]([C:12]3[CH:20]=[CH:19][CH:18]=[C:14]([C:15]([N:27]4[CH2:30][CH2:29][CH2:28]4)=[O:17])[CH:13]=3)[CH:8]=[CH:9][CH:10]=2)[N:5]=[N:4][C:3]=1[C:21]([NH:22][CH2:23][CH2:24][CH3:25])=[O:26]. The catalyst class is: 18. (3) Reactant: [CH:1]1([N:6]2[C:10]3[N:11]=[C:12]([NH:15][C:16]4[N:21]=[CH:20][C:19]([N:22]5[CH2:27][CH2:26][CH:25]([CH2:28][C:29](O)=[O:30])[CH2:24][CH2:23]5)=[CH:18][CH:17]=4)[N:13]=[CH:14][C:9]=3[C:8]3[CH:32]=[CH:33][N:34]=[C:35]([F:36])[C:7]2=3)[CH2:5][CH2:4][CH2:3][CH2:2]1.C(N1C=CN=C1)([N:39]1C=CN=C1)=O.C(O)(C(F)(F)F)=O. Product: [CH:1]1([N:6]2[C:10]3[N:11]=[C:12]([NH:15][C:16]4[N:21]=[CH:20][C:19]([N:22]5[CH2:23][CH2:24][CH:25]([CH2:28][C:29]([NH2:39])=[O:30])[CH2:26][CH2:27]5)=[CH:18][CH:17]=4)[N:13]=[CH:14][C:9]=3[C:8]3[CH:32]=[CH:33][N:34]=[C:35]([F:36])[C:7]2=3)[CH2:2][CH2:3][CH2:4][CH2:5]1. The catalyst class is: 3. (4) Reactant: [Cl:1][C:2]1[CH:7]=[C:6]([NH2:8])[CH:5]=[CH:4][C:3]=1[C:9]1[CH:14]=[CH:13][C:12]([S:15]([CH3:18])(=[O:17])=[O:16])=[CH:11][CH:10]=1.[C:19](N1C=CN=C1)(N1C=CN=C1)=[S:20]. Product: [Cl:1][C:2]1[CH:7]=[C:6]([N:8]=[C:19]=[S:20])[CH:5]=[CH:4][C:3]=1[C:9]1[CH:10]=[CH:11][C:12]([S:15]([CH3:18])(=[O:17])=[O:16])=[CH:13][CH:14]=1. The catalyst class is: 4. (5) Reactant: [NH2:1][C@@H:2]1[CH2:7][CH2:6][N:5]([C:8]([O:10][C:11]([CH3:14])([CH3:13])[CH3:12])=[O:9])[CH2:4][C@:3]1([OH:19])[C:15]([O:17][CH3:18])=[O:16].Cl.[CH3:21][C:22]1[CH:31]=[C:30]([CH2:32][O:33][C:34]2[CH:39]=[CH:38][C:37]([S:40](Cl)(=[O:42])=[O:41])=[CH:36][CH:35]=2)[C:29]2[C:24](=[CH:25][CH:26]=[CH:27][CH:28]=2)[N:23]=1.C([O-])(O)=O.[Na+]. Product: [OH:19][C@@:3]1([C:15]([O:17][CH3:18])=[O:16])[C@H:2]([NH:1][S:40]([C:37]2[CH:38]=[CH:39][C:34]([O:33][CH2:32][C:30]3[C:29]4[C:24](=[CH:25][CH:26]=[CH:27][CH:28]=4)[N:23]=[C:22]([CH3:21])[CH:31]=3)=[CH:35][CH:36]=2)(=[O:41])=[O:42])[CH2:7][CH2:6][N:5]([C:8]([O:10][C:11]([CH3:12])([CH3:13])[CH3:14])=[O:9])[CH2:4]1. The catalyst class is: 2. (6) Reactant: [OH:1][C@H:2]1[CH2:6][N:5]([C:7](=[O:36])[C@@H:8]([NH:13][C:14]([CH2:16][O:17][CH2:18][C:19]2[CH:35]=[CH:34][C:22]([O:23][C:24]3[CH:33]=[CH:32][C:27]([C:28]([O:30]C)=[O:29])=[CH:26][CH:25]=3)=[CH:21][CH:20]=2)=[O:15])[C:9]([CH3:12])([CH3:11])[CH3:10])[C@H:4]([C:37](=[O:52])[NH:38][CH2:39][C:40]2[CH:45]=[CH:44][C:43]([C:46]3[S:50][CH:49]=[N:48][C:47]=3[CH3:51])=[CH:42][CH:41]=2)[CH2:3]1.[OH-].[Na+].O. Product: [OH:1][C@H:2]1[CH2:6][N:5]([C:7](=[O:36])[C@@H:8]([NH:13][C:14]([CH2:16][O:17][CH2:18][C:19]2[CH:20]=[CH:21][C:22]([O:23][C:24]3[CH:33]=[CH:32][C:27]([C:28]([OH:30])=[O:29])=[CH:26][CH:25]=3)=[CH:34][CH:35]=2)=[O:15])[C:9]([CH3:12])([CH3:11])[CH3:10])[C@H:4]([C:37](=[O:52])[NH:38][CH2:39][C:40]2[CH:41]=[CH:42][C:43]([C:46]3[S:50][CH:49]=[N:48][C:47]=3[CH3:51])=[CH:44][CH:45]=2)[CH2:3]1. The catalyst class is: 5. (7) Reactant: Cl.[CH:2]1([CH2:5][CH:6]2[C:15]3[C:10](=[CH:11][C:12]([F:16])=[CH:13][CH:14]=3)[CH2:9][CH2:8][CH:7]2[NH2:17])[CH2:4][CH2:3]1.C1([O:24][C:25](=O)[NH:26][C:27]2[CH:36]=[CH:35][CH:34]=[C:33]3[C:28]=2[CH:29]=[CH:30][N:31]=[CH:32]3)C=CC=CC=1.C(N(C(C)C)CC)(C)C. Product: [CH:2]1([CH2:5][CH:6]2[C:15]3[C:10](=[CH:11][C:12]([F:16])=[CH:13][CH:14]=3)[CH2:9][CH2:8][CH:7]2[NH:17][C:25]([NH:26][C:27]2[CH:36]=[CH:35][CH:34]=[C:33]3[C:28]=2[CH:29]=[CH:30][N:31]=[CH:32]3)=[O:24])[CH2:3][CH2:4]1. The catalyst class is: 16.